This data is from NCI-60 drug combinations with 297,098 pairs across 59 cell lines. The task is: Regression. Given two drug SMILES strings and cell line genomic features, predict the synergy score measuring deviation from expected non-interaction effect. (1) Drug 1: C1CCC(CC1)NC(=O)N(CCCl)N=O. Drug 2: C1=C(C(=O)NC(=O)N1)N(CCCl)CCCl. Cell line: K-562. Synergy scores: CSS=37.1, Synergy_ZIP=-15.4, Synergy_Bliss=-8.00, Synergy_Loewe=-7.50, Synergy_HSA=-4.04. (2) Drug 1: CNC(=O)C1=CC=CC=C1SC2=CC3=C(C=C2)C(=NN3)C=CC4=CC=CC=N4. Drug 2: CCN(CC)CCNC(=O)C1=C(NC(=C1C)C=C2C3=C(C=CC(=C3)F)NC2=O)C. Cell line: SN12C. Synergy scores: CSS=10.7, Synergy_ZIP=-2.61, Synergy_Bliss=1.64, Synergy_Loewe=2.53, Synergy_HSA=2.65. (3) Drug 1: CC1=C(C=C(C=C1)NC2=NC=CC(=N2)N(C)C3=CC4=NN(C(=C4C=C3)C)C)S(=O)(=O)N.Cl. Drug 2: CC1=CC2C(CCC3(C2CCC3(C(=O)C)OC(=O)C)C)C4(C1=CC(=O)CC4)C. Cell line: DU-145. Synergy scores: CSS=-1.98, Synergy_ZIP=5.63, Synergy_Bliss=8.28, Synergy_Loewe=3.34, Synergy_HSA=3.30. (4) Drug 1: COC1=C2C(=CC3=C1OC=C3)C=CC(=O)O2. Drug 2: C1C(C(OC1N2C=NC3=C2NC=NCC3O)CO)O. Cell line: NCI-H226. Synergy scores: CSS=-1.47, Synergy_ZIP=1.20, Synergy_Bliss=-0.841, Synergy_Loewe=-1.77, Synergy_HSA=-3.82.